Dataset: Forward reaction prediction with 1.9M reactions from USPTO patents (1976-2016). Task: Predict the product of the given reaction. Given the reactants C[N:2](C)/[CH:3]=[CH:4]/[C:5]([C:7]1[C:12](=[O:13])[CH:11]=[CH:10][N:9]([C:14]2[CH:15]=[C:16]([CH:19]=[CH:20][CH:21]=2)[C:17]#[N:18])[N:8]=1)=O.[CH:23]1[C:32]2[C:27](=[C:28]([NH:33]N)[CH:29]=[CH:30][CH:31]=2)[CH:26]=[CH:25][N:24]=1, predict the reaction product. The product is: [CH:23]1[C:32]2[C:27](=[C:28]([N:33]3[C:5]([C:7]4[C:12](=[O:13])[CH:11]=[CH:10][N:9]([C:14]5[CH:15]=[C:16]([CH:19]=[CH:20][CH:21]=5)[C:17]#[N:18])[N:8]=4)=[CH:4][CH:3]=[N:2]3)[CH:29]=[CH:30][CH:31]=2)[CH:26]=[CH:25][N:24]=1.